This data is from NCI-60 drug combinations with 297,098 pairs across 59 cell lines. The task is: Regression. Given two drug SMILES strings and cell line genomic features, predict the synergy score measuring deviation from expected non-interaction effect. (1) Drug 1: C1=CC(=CC=C1CC(C(=O)O)N)N(CCCl)CCCl.Cl. Drug 2: C1=CC(=CC=C1C#N)C(C2=CC=C(C=C2)C#N)N3C=NC=N3. Cell line: ACHN. Synergy scores: CSS=20.0, Synergy_ZIP=-7.35, Synergy_Bliss=-6.70, Synergy_Loewe=-10.8, Synergy_HSA=-6.09. (2) Drug 1: CC12CCC3C(C1CCC2=O)CC(=C)C4=CC(=O)C=CC34C. Drug 2: CC(C)CN1C=NC2=C1C3=CC=CC=C3N=C2N. Cell line: MOLT-4. Synergy scores: CSS=53.4, Synergy_ZIP=2.71, Synergy_Bliss=3.79, Synergy_Loewe=2.04, Synergy_HSA=2.07. (3) Drug 1: CC1=C(C(=CC=C1)Cl)NC(=O)C2=CN=C(S2)NC3=CC(=NC(=N3)C)N4CCN(CC4)CCO. Drug 2: C1CC(=O)NC(=O)C1N2C(=O)C3=CC=CC=C3C2=O. Cell line: NCI-H460. Synergy scores: CSS=-5.63, Synergy_ZIP=2.96, Synergy_Bliss=-0.598, Synergy_Loewe=-2.96, Synergy_HSA=-6.18. (4) Drug 1: C1CC(=O)NC(=O)C1N2CC3=C(C2=O)C=CC=C3N. Drug 2: CC1C(C(CC(O1)OC2CC(OC(C2O)C)OC3=CC4=CC5=C(C(=O)C(C(C5)C(C(=O)C(C(C)O)O)OC)OC6CC(C(C(O6)C)O)OC7CC(C(C(O7)C)O)OC8CC(C(C(O8)C)O)(C)O)C(=C4C(=C3C)O)O)O)O. Cell line: OVCAR-8. Synergy scores: CSS=3.63, Synergy_ZIP=0.852, Synergy_Bliss=2.88, Synergy_Loewe=3.62, Synergy_HSA=2.70. (5) Drug 1: CCN(CC)CCNC(=O)C1=C(NC(=C1C)C=C2C3=C(C=CC(=C3)F)NC2=O)C. Drug 2: CC1(CCCN1)C2=NC3=C(C=CC=C3N2)C(=O)N. Cell line: OVCAR3. Synergy scores: CSS=13.9, Synergy_ZIP=-0.555, Synergy_Bliss=4.90, Synergy_Loewe=3.07, Synergy_HSA=5.04. (6) Synergy scores: CSS=23.7, Synergy_ZIP=-5.38, Synergy_Bliss=2.21, Synergy_Loewe=-8.07, Synergy_HSA=1.59. Drug 2: C1CN1C2=NC(=NC(=N2)N3CC3)N4CC4. Cell line: SF-268. Drug 1: CC1=C(C=C(C=C1)C(=O)NC2=CC(=CC(=C2)C(F)(F)F)N3C=C(N=C3)C)NC4=NC=CC(=N4)C5=CN=CC=C5.